This data is from Ames mutagenicity test results for genotoxicity prediction. The task is: Regression/Classification. Given a drug SMILES string, predict its toxicity properties. Task type varies by dataset: regression for continuous values (e.g., LD50, hERG inhibition percentage) or binary classification for toxic/non-toxic outcomes (e.g., AMES mutagenicity, cardiotoxicity, hepatotoxicity). Dataset: ames. (1) The result is 1 (mutagenic). The compound is CCCCCCCC/C=C\CCCCCCCCN. (2) The molecule is CCSc1cc(Cc2ccc(N)c(SCC)c2)ccc1N. The result is 1 (mutagenic). (3) The drug is O=c1c2c(O)cccc2oc2cc3c(c(O)c12)C1CCOC1O3. The result is 0 (non-mutagenic). (4) The compound is O=c1oc2ccc([N+](=O)[O-])c3ccc4cccc1c4c23. The result is 1 (mutagenic). (5) The result is 1 (mutagenic). The drug is O=C(/C=C/c1ccccc1)OC/C=C/c1ccccc1. (6) The drug is O=C(O)c1ccccc1Nc1cccc(C(F)(F)F)c1. The result is 0 (non-mutagenic). (7) The compound is O=[N+]([O-])c1c2c3c(ccc4cccc(c43)CC2)c2ccccc12. The result is 1 (mutagenic).